From a dataset of Full USPTO retrosynthesis dataset with 1.9M reactions from patents (1976-2016). Predict the reactants needed to synthesize the given product. The reactants are: [CH3:1]CCCCCC/C=C/C(O)=O.CC(CC)CN.[CH3:19][CH:20]([CH2:34]C)[CH2:21][NH:22][C:23](=[O:33])/[CH:24]=[CH:25]/[CH2:26][CH2:27][CH2:28][CH2:29][CH2:30][CH2:31][CH3:32]. Given the product [CH3:1][C:20]([CH3:19])([CH3:34])[CH2:21][NH:22][C:23](=[O:33])/[CH:24]=[CH:25]/[CH2:26][CH2:27][CH2:28][CH2:29][CH2:30][CH2:31][CH3:32], predict the reactants needed to synthesize it.